From a dataset of Forward reaction prediction with 1.9M reactions from USPTO patents (1976-2016). Predict the product of the given reaction. (1) Given the reactants Cl[C:2]1[C:11]2=[N:12][N:13](CC3C=CC(OC)=CC=3)[CH:14]=[C:10]2[C:9]2[CH:8]=[C:7]([O:24][CH3:25])[CH:6]=[CH:5][C:4]=2[N:3]=1.[CH3:26][N:27]([CH2:29][C:30]1[CH:36]=[CH:35][C:33]([NH2:34])=[CH:32][CH:31]=1)[CH3:28].Cl, predict the reaction product. The product is: [CH3:28][N:27]([CH2:29][C:30]1[CH:31]=[CH:32][C:33]([NH:34][C:2]2[C:11]3=[N:12][NH:13][CH:14]=[C:10]3[C:9]3[CH:8]=[C:7]([O:24][CH3:25])[CH:6]=[CH:5][C:4]=3[N:3]=2)=[CH:35][CH:36]=1)[CH3:26]. (2) Given the reactants [Cl:1][C:2]1[CH:35]=[CH:34][CH:33]=[CH:32][C:3]=1[C:4]([N:6]([CH:15]1[CH2:20][CH2:19][N:18]([S:21]([C:24]2[CH:29]=[CH:28][C:27]([CH2:30][CH3:31])=[CH:26][CH:25]=2)(=[O:23])=[O:22])[CH2:17][CH2:16]1)[C:7]1[CH:12]=[CH:11][C:10]([O:13][CH3:14])=[CH:9][CH:8]=1)=O.P12(SP3(SP(SP(S3)(S1)=S)(=S)S2)=S)=[S:37], predict the reaction product. The product is: [Cl:1][C:2]1[CH:35]=[CH:34][CH:33]=[CH:32][C:3]=1[C:4](=[S:37])[N:6]([CH:15]1[CH2:20][CH2:19][N:18]([S:21]([C:24]2[CH:29]=[CH:28][C:27]([CH2:30][CH3:31])=[CH:26][CH:25]=2)(=[O:23])=[O:22])[CH2:17][CH2:16]1)[C:7]1[CH:12]=[CH:11][C:10]([O:13][CH3:14])=[CH:9][CH:8]=1. (3) Given the reactants [CH:1]([C:3]1[C:12](=[O:13])[C:11]2[C:6](=[CH:7][CH:8]=[C:9]([CH:14]([CH3:16])[CH3:15])[CH:10]=2)[O:5][CH:4]=1)=O.[CH3:17][O:18][C:19]([C:21]#[C:22][C:23]([O:25][CH3:26])=[O:24])=[O:20].C1(P(C2C=CC=CC=2)C2C=CC=CC=2)C=CC=CC=1.[NH2:46][CH2:47][CH2:48][C:49]1[C:57]2[C:52](=[CH:53][CH:54]=[CH:55][CH:56]=2)[NH:51][CH:50]=1, predict the reaction product. The product is: [CH3:17][O:18][C:19]([C:21]1[C:22]2([C:23]([O:25][CH3:26])=[O:24])[N:46]([CH2:47][CH2:48][C:49]3[C:57]4[C:52](=[CH:53][CH:54]=[CH:55][CH:56]=4)[NH:51][C:50]=32)[CH:4]=[C:3]([C:12](=[O:13])[C:11]2[CH:10]=[C:9]([CH:14]([CH3:16])[CH3:15])[CH:8]=[CH:7][C:6]=2[OH:5])[CH:1]=1)=[O:20]. (4) Given the reactants CC1C=CC=CC=1P(C1C=CC=CC=1C)C1C=CC=CC=1C.[CH3:23][O:24][C:25](=[O:41])[CH:26]([NH:30][C:31](=[O:40])[C:32]1[C:37]([Cl:38])=[CH:36][CH:35]=[CH:34][C:33]=1[Cl:39])[CH2:27][CH:28]=[CH2:29].I[C:43]1[CH:48]=[CH:47][C:46]([C:49]2([OH:55])[CH2:54][CH2:53][O:52][CH2:51][CH2:50]2)=[CH:45][CH:44]=1.C(=O)([O-])[O-].[K+].[K+], predict the reaction product. The product is: [CH3:23][O:24][C:25](=[O:41])[CH:26]([NH:30][C:31](=[O:40])[C:32]1[C:33]([Cl:39])=[CH:34][CH:35]=[CH:36][C:37]=1[Cl:38])[CH2:27]/[CH:28]=[CH:29]/[C:43]1[CH:44]=[CH:45][C:46]([C:49]2([OH:55])[CH2:54][CH2:53][O:52][CH2:51][CH2:50]2)=[CH:47][CH:48]=1. (5) Given the reactants [NH3:1].[N:2]1[CH:7]=[CH:6][CH:5]=[CH:4][C:3]=1[CH2:8][CH2:9][C:10]([O:12]CC)=O, predict the reaction product. The product is: [N:2]1[CH:7]=[CH:6][CH:5]=[CH:4][C:3]=1[CH2:8][CH2:9][C:10]([NH2:1])=[O:12]. (6) Given the reactants [N:1]1([C:6]2[CH:32]=[CH:31][C:9]([O:10][CH2:11][C:12]3[CH:17]=[CH:16][C:15]([CH:18]4[CH2:23][CH2:22][N:21]([C:24](OC(C)(C)C)=O)[CH2:20][CH2:19]4)=[CH:14][N:13]=3)=[CH:8][CH:7]=2)[CH:5]=[N:4][N:3]=[N:2]1.[CH2:33]([C:35]1[CH:36]=[N:37]C(Br)=[N:39][CH:40]=1)[CH3:34], predict the reaction product. The product is: [CH2:33]([C:35]1[CH:36]=[N:37][C:24]([N:21]2[CH2:22][CH2:23][CH:18]([C:15]3[CH:16]=[CH:17][C:12]([CH2:11][O:10][C:9]4[CH:8]=[CH:7][C:6]([N:1]5[CH:5]=[N:4][N:3]=[N:2]5)=[CH:32][CH:31]=4)=[N:13][CH:14]=3)[CH2:19][CH2:20]2)=[N:39][CH:40]=1)[CH3:34]. (7) Given the reactants C(OC([N:8]=[C:9]([C@H:11]1[C@@H:15](/[CH:16]=[CH:17]/[CH2:18][CH2:19][CH2:20][CH2:21][CH2:22][CH2:23][CH2:24][CH2:25][CH2:26][CH2:27][CH2:28][CH2:29][CH3:30])[O:14]C(C)(C)[N:12]1C(OC(C)(C)C)=O)[NH2:10])=O)(C)(C)C.[ClH:40], predict the reaction product. The product is: [ClH:40].[ClH:40].[NH2:12][C@H:11]([C@H:15]([OH:14])/[CH:16]=[CH:17]/[CH2:18][CH2:19][CH2:20][CH2:21][CH2:22][CH2:23][CH2:24][CH2:25][CH2:26][CH2:27][CH2:28][CH2:29][CH3:30])[C:9](=[NH:8])[NH2:10]. (8) Given the reactants [CH:1]1([CH2:4][O:5][CH:6]2[CH2:11][CH2:10][CH:9]([C:12]([O:14]CC)=[O:13])[CH2:8][CH2:7]2)[CH2:3][CH2:2]1.CO.[OH-].[Na+].C1(CO[C@H]2CC[C@H](C(O)=O)CC2)CC1, predict the reaction product. The product is: [CH:1]1([CH2:4][O:5][CH:6]2[CH2:11][CH2:10][CH:9]([C:12]([OH:14])=[O:13])[CH2:8][CH2:7]2)[CH2:2][CH2:3]1.